This data is from HIV replication inhibition screening data with 41,000+ compounds from the AIDS Antiviral Screen. The task is: Binary Classification. Given a drug SMILES string, predict its activity (active/inactive) in a high-throughput screening assay against a specified biological target. (1) The drug is OCC1CC(F)C(n2cnc3c(Cl)ncnc32)O1. The result is 0 (inactive). (2) The compound is O=C(O)c1ccccc1C=NNC1=CS(=O)(=O)C=C1. The result is 0 (inactive). (3) The molecule is CN(C)CCNCCCNc1c2ccccc2nc2cccc([N+](=O)[O-])c12.Cl. The result is 0 (inactive). (4) The drug is Cc1ccc(NC(=O)CCC(CC(=O)C(C)(C)C)=NNC(=O)c2cc3ccccc3cc2O)cc1C. The result is 0 (inactive). (5) The molecule is Fc1cccc(F)c1C1SCc2nc3ccc(Cl)cc3n21. The result is 1 (active). (6) The drug is Cc1cc2nc3ccc(N(C)C)cc3[s+]c2cc1N. The result is 0 (inactive).